Task: Predict the product of the given reaction.. Dataset: Forward reaction prediction with 1.9M reactions from USPTO patents (1976-2016) (1) Given the reactants [C:1]([C:3]1[CH:4]=[C:5]([OH:9])[CH:6]=[CH:7][CH:8]=1)#[N:2].C(=O)([O-])[O-].[K+].[K+].Br[CH2:17][CH2:18][F:19], predict the reaction product. The product is: [F:19][CH2:18][CH2:17][O:9][C:5]1[CH:4]=[C:3]([CH:8]=[CH:7][CH:6]=1)[C:1]#[N:2]. (2) Given the reactants C(OC([NH:8][CH:9]1[CH2:14][CH2:13][N:12]([C:15]([O:17][CH2:18][C:19]2[CH:24]=[C:23]([Cl:25])[CH:22]=[C:21]([Cl:26])[CH:20]=2)=[O:16])[CH2:11][CH2:10]1)=O)(C)(C)C.Cl.O1CCOCC1, predict the reaction product. The product is: [NH2:8][CH:9]1[CH2:10][CH2:11][N:12]([C:15]([O:17][CH2:18][C:19]2[CH:24]=[C:23]([Cl:25])[CH:22]=[C:21]([Cl:26])[CH:20]=2)=[O:16])[CH2:13][CH2:14]1. (3) Given the reactants [S-:1][C:2]#[N:3].[K+].[Br:5][C:6]1[CH:7]=[C:8]([NH2:17])[CH:9]=[N:10][C:11]=1[O:12][CH2:13][CH2:14][O:15][CH3:16].BrBr, predict the reaction product. The product is: [Br:5][C:6]1[CH:7]=[C:8]2[N:17]=[C:2]([NH2:3])[S:1][C:9]2=[N:10][C:11]=1[O:12][CH2:13][CH2:14][O:15][CH3:16].